Dataset: Full USPTO retrosynthesis dataset with 1.9M reactions from patents (1976-2016). Task: Predict the reactants needed to synthesize the given product. Given the product [Si:14]([O:4][CH2:3][C:2]([F:7])([F:1])[CH2:5][OH:6])([C:11]([CH3:13])([CH3:12])[CH3:10])([C:21]1[CH:22]=[CH:23][CH:24]=[CH:25][CH:26]=1)[C:15]1[CH:20]=[CH:19][CH:18]=[CH:17][CH:16]=1, predict the reactants needed to synthesize it. The reactants are: [F:1][C:2]([F:7])([CH2:5][OH:6])[CH2:3][OH:4].[H-].[Na+].[CH3:10][C:11]([Si:14](Cl)([C:21]1[CH:26]=[CH:25][CH:24]=[CH:23][CH:22]=1)[C:15]1[CH:20]=[CH:19][CH:18]=[CH:17][CH:16]=1)([CH3:13])[CH3:12].O.